Task: Predict the reaction yield, written as a fraction of the theoretical maximum amount of product (1.0 means a 100% yield; for example, 0.34 means a 34% yield).. Dataset: Reaction yield outcomes from USPTO patents with 853,638 reactions (1) The reactants are C([O:5][C:6](=[O:35])[C:7]1[CH:12]=[CH:11][C:10]([NH:13][CH:14]([C:25]2[CH:30]=[CH:29][C:28]([C:31]([CH3:34])([CH3:33])[CH3:32])=[CH:27][CH:26]=2)[C:15](=[O:24])[NH:16][C:17]2[CH:22]=[CH:21][C:20]([I:23])=[CH:19][CH:18]=2)=[CH:9][CH:8]=1)(C)(C)C.C(O)(C(F)(F)F)=O. The catalyst is ClCCl. The product is [C:31]([C:28]1[CH:27]=[CH:26][C:25]([CH:14]([NH:13][C:10]2[CH:9]=[CH:8][C:7]([C:6]([OH:35])=[O:5])=[CH:12][CH:11]=2)[C:15](=[O:24])[NH:16][C:17]2[CH:22]=[CH:21][C:20]([I:23])=[CH:19][CH:18]=2)=[CH:30][CH:29]=1)([CH3:34])([CH3:32])[CH3:33]. The yield is 0.870. (2) The reactants are [OH:1][N:2]=[C:3]([C:6]1[CH:11]=[CH:10][C:9]([NH:12][C:13](=[O:15])[CH3:14])=[CH:8][CH:7]=1)[CH2:4][CH3:5].C(=O)([O-])[O-].[Cs+].[Cs+].[F:22][C:23]([F:33])([F:32])[C:24]1[CH:31]=[CH:30][C:27]([CH2:28]Br)=[CH:26][CH:25]=1. The catalyst is CN(C=O)C. The product is [F:22][C:23]([F:32])([F:33])[C:24]1[CH:31]=[CH:30][C:27]([CH2:28][O:1][N:2]=[C:3]([C:6]2[CH:11]=[CH:10][C:9]([NH:12][C:13](=[O:15])[CH3:14])=[CH:8][CH:7]=2)[CH2:4][CH3:5])=[CH:26][CH:25]=1. The yield is 0.940.